The task is: Predict the reaction yield, written as a fraction of the theoretical maximum amount of product (1.0 means a 100% yield; for example, 0.34 means a 34% yield).. This data is from Reaction yield outcomes from USPTO patents with 853,638 reactions. (1) The reactants are [CH2:1]([O:8][C:9]([N:11]1[CH2:15][C@H:14]([O:16][Si:17]([C:20]([CH3:23])([CH3:22])[CH3:21])([CH3:19])[CH3:18])[CH2:13][C@@H:12]1[CH2:24][N:25]=[N+:26]=[N-:27])=[O:10])[C:2]1C=CC=CC=1.[C:28]([C:30]1[CH:31]=[N:32][CH:33]=[CH:34][CH:35]=1)#[CH:29].O=C1O[C@H]([C@H](CO)O)C([O-])=C1O.[Na+]. The catalyst is O.C(O)(C)(C)C.O.O.O.O.O.S([O-])([O-])(=O)=O.[Cu+2]. The product is [CH2:1]([O:8][C:9]([N:11]1[CH2:15][C@H:14]([O:16][Si:17]([C:20]([CH3:21])([CH3:22])[CH3:23])([CH3:19])[CH3:18])[CH2:13][C@@H:12]1[CH2:24][N:25]1[CH:29]=[C:28]([C:30]2[CH:31]=[N:32][CH:33]=[CH:34][CH:35]=2)[N:27]=[N:26]1)=[O:10])[CH3:2]. The yield is 0.230. (2) The reactants are [CH3:1][O:2][CH2:3][CH2:4][CH2:5][CH2:6][CH2:7][CH2:8][CH2:9][CH2:10][CH2:11][OH:12].C([O-])(=O)C.[Na+].[Cr](O[Cr]([O-])(=O)=O)([O-])(=O)=O.[NH+]1C=CC=CC=1.[NH+]1C=CC=CC=1. The catalyst is ClCCl. The product is [CH3:1][O:2][CH2:3][CH2:4][CH2:5][CH2:6][CH2:7][CH2:8][CH2:9][CH2:10][CH:11]=[O:12]. The yield is 0.544. (3) The reactants are [CH3:1][O:2][C:3]1[C:4]([C:10]2[CH:15]=[CH:14][CH:13]=[CH:12][C:11]=2[CH3:16])=[C:5]([Cl:9])[CH:6]=[CH:7][CH:8]=1.Br.[H-].[Na+].C(Br)C=C.[CH2:24]([O:27]CC=C)C=C.[CH2:31](C1C(C(F)(F)F)=CC=C(Cl)C=1O)C=C.C(C1C=CC(Cl)=C(C2C=CC=CC=2C)C=1O)C=C.ClC1C=C(C=CC=1)C(OO)=O.C(=O)([O-])[O-].[K+].[K+].ClC1C2OC(CO)CC=2C(C(F)(F)F)=CC=1. The catalyst is C1(C)C=C(C)C=C(C)C=1. The product is [CH3:16][C:11]1[CH:12]=[CH:13][CH:14]=[CH:15][C:10]=1[C:4]1[C:3]2[O:2][CH:1]([CH2:24][OH:27])[CH2:31][C:8]=2[CH:7]=[CH:6][C:5]=1[Cl:9]. The yield is 0.520.